This data is from Peptide-MHC class II binding affinity with 134,281 pairs from IEDB. The task is: Regression. Given a peptide amino acid sequence and an MHC pseudo amino acid sequence, predict their binding affinity value. This is MHC class II binding data. The peptide sequence is GNFERISGDLKTQID. The MHC is DRB1_0405 with pseudo-sequence DRB1_0405. The binding affinity (normalized) is 0.278.